This data is from Full USPTO retrosynthesis dataset with 1.9M reactions from patents (1976-2016). The task is: Predict the reactants needed to synthesize the given product. (1) Given the product [Cl:1][C:2]1[CH:3]=[C:4]([C:5]([NH:35][C:32]2[CH:33]=[N:34][C:29]([O:28][CH3:27])=[CH:30][CH:31]=2)=[O:7])[CH:8]=[CH:9][C:10]=1[C:11]([NH:12][C:13]1[CH:18]=[CH:17][C:16]([Cl:19])=[C:15]([C:20]2[CH:25]=[CH:24][CH:23]=[CH:22][N:21]=2)[CH:14]=1)=[O:26], predict the reactants needed to synthesize it. The reactants are: [Cl:1][C:2]1[CH:3]=[C:4]([CH:8]=[CH:9][C:10]=1[C:11](=[O:26])[NH:12][C:13]1[CH:18]=[CH:17][C:16]([Cl:19])=[C:15]([C:20]2[CH:25]=[CH:24][CH:23]=[CH:22][N:21]=2)[CH:14]=1)[C:5]([OH:7])=O.[CH3:27][O:28][C:29]1[N:34]=[CH:33][C:32]([NH2:35])=[CH:31][CH:30]=1. (2) Given the product [CH2:1]([C:8]1[CH2:13][CH2:12][CH:11]([C:15]2[CH:20]=[CH:19][CH:18]=[C:17]([F:21])[CH:16]=2)[CH2:10][CH:9]=1)[CH2:2][CH2:3][CH2:4][CH2:5][CH2:6][CH3:7], predict the reactants needed to synthesize it. The reactants are: [CH2:1]([CH:8]1[CH2:13][CH2:12][C:11]([C:15]2[CH:20]=[CH:19][CH:18]=[C:17]([F:21])[CH:16]=2)(O)[CH2:10][CH2:9]1)[CH2:2][CH2:3][CH2:4][CH2:5][CH2:6][CH3:7].C1(C)C=CC(S(O)(=O)=O)=CC=1.O.